This data is from Forward reaction prediction with 1.9M reactions from USPTO patents (1976-2016). The task is: Predict the product of the given reaction. (1) Given the reactants [NH2:1][C:2]1[CH:7]=[CH:6][C:5]([CH2:8][CH2:9][C:10]([O:12][CH3:13])=[O:11])=[CH:4][CH:3]=1.[CH3:14][S:15](Cl)(=[O:17])=[O:16], predict the reaction product. The product is: [CH3:14][S:15]([NH:1][C:2]1[CH:3]=[CH:4][C:5]([CH2:8][CH2:9][C:10]([O:12][CH3:13])=[O:11])=[CH:6][CH:7]=1)(=[O:17])=[O:16]. (2) Given the reactants [Cl:1][C:2]1[CH:7]=[CH:6][C:5]([C:8]2[C:9](=[O:26])[O:10]/[C:11](=[CH:15]\[C:16]3[C:25]4[C:20](=[CH:21][CH:22]=[CH:23][CH:24]=4)[CH:19]=[CH:18][CH:17]=3)/[C:12]=2[O:13]C)=[CH:4][CH:3]=1.[Li+].[Br-].OS(O)(=O)=O, predict the reaction product. The product is: [Cl:1][C:2]1[CH:7]=[CH:6][C:5]([C:8]2[C:9](=[O:26])[O:10]/[C:11](=[CH:15]\[C:16]3[C:25]4[C:20](=[CH:21][CH:22]=[CH:23][CH:24]=4)[CH:19]=[CH:18][CH:17]=3)/[C:12]=2[OH:13])=[CH:4][CH:3]=1. (3) Given the reactants [F:1][C:2]1[CH:3]=[C:4]([OH:11])[CH:5]=[CH:6][C:7]=1[N+:8]([O-])=O.C(N(CC)CC)C.[C:19](Cl)(=[O:24])[C:20]([CH3:23])([CH3:22])[CH3:21].[H][H], predict the reaction product. The product is: [F:1][C:2]1[CH:3]=[C:4]([O:11][C:19](=[O:24])[C:20]([CH3:23])([CH3:22])[CH3:21])[CH:5]=[CH:6][C:7]=1[NH2:8]. (4) Given the reactants [C:1]1([CH2:11][NH:12][C:13](=[O:20])[NH:14][O:15][CH2:16][C:17]([OH:19])=O)[C:10]2[C:5](=[CH:6][CH:7]=[CH:8][CH:9]=2)[CH:4]=[CH:3][CH:2]=1.[NH2:21][C@@H:22]([CH2:46][C:47]1[CH:52]=[CH:51][C:50]([O:53][C:54]([CH3:57])([CH3:56])[CH3:55])=[CH:49][CH:48]=1)[C:23]([N:25]([C@@H:37]([CH3:45])[CH:38]([O:42][CH2:43][CH3:44])[O:39][CH2:40][CH3:41])[CH2:26][C:27]1[CH:28]=[CH:29][CH:30]=[C:31]2[C:36]=1[N:35]=[CH:34][CH:33]=[CH:32]2)=[O:24], predict the reaction product. The product is: [C:54]([O:53][C:50]1[CH:51]=[CH:52][C:47]([CH2:46][C@H:22]([NH:21][C:17](=[O:19])[CH2:16][O:15][NH:14][C:13]([NH:12][CH2:11][C:1]2[C:10]3[C:5](=[CH:6][CH:7]=[CH:8][CH:9]=3)[CH:4]=[CH:3][CH:2]=2)=[O:20])[C:23]([N:25]([C@@H:37]([CH3:45])[CH:38]([O:42][CH2:43][CH3:44])[O:39][CH2:40][CH3:41])[CH2:26][C:27]2[CH:28]=[CH:29][CH:30]=[C:31]3[C:36]=2[N:35]=[CH:34][CH:33]=[CH:32]3)=[O:24])=[CH:48][CH:49]=1)([CH3:57])([CH3:55])[CH3:56]. (5) Given the reactants [H-].[Na+].[OH:3][C:4]1[CH:5]=[C:6](/[CH:12]=[CH:13]/[C:14]([OH:16])=[O:15])[CH:7]=[CH:8][C:9]=1[O:10][CH3:11].[C:17](OC(=O)C)(=[O:19])[CH3:18], predict the reaction product. The product is: [C:17]([O:3][C:4]1[CH:5]=[C:6](/[CH:12]=[CH:13]/[C:14]([OH:16])=[O:15])[CH:7]=[CH:8][C:9]=1[O:10][CH3:11])(=[O:19])[CH3:18].